From a dataset of Full USPTO retrosynthesis dataset with 1.9M reactions from patents (1976-2016). Predict the reactants needed to synthesize the given product. Given the product [F:35][C:11]([F:10])([F:34])[C:12]1[N:16]2[N:17]=[C:18]([N:21]3[CH2:26][CH2:25][CH:24]([C:27]4[CH:28]=[C:29]([NH:30][C:36](=[O:38])[CH3:37])[CH:31]=[CH:32][CH:33]=4)[CH2:23][CH2:22]3)[CH:19]=[CH:20][C:15]2=[N:14][N:13]=1, predict the reactants needed to synthesize it. The reactants are: CCN(C(C)C)C(C)C.[F:10][C:11]([F:35])([F:34])[C:12]1[N:16]2[N:17]=[C:18]([N:21]3[CH2:26][CH2:25][CH:24]([C:27]4[CH:28]=[C:29]([CH:31]=[CH:32][CH:33]=4)[NH2:30])[CH2:23][CH2:22]3)[CH:19]=[CH:20][C:15]2=[N:14][N:13]=1.[C:36](O)(=[O:38])[CH3:37].CN(C(ON1N=NC2C=CC=NC1=2)=[N+](C)C)C.F[P-](F)(F)(F)(F)F.